Task: Predict the product of the given reaction.. Dataset: Forward reaction prediction with 1.9M reactions from USPTO patents (1976-2016) (1) The product is: [NH2:11][C:12]1[N:17]([C:18]2[CH:23]=[CH:22][CH:21]=[C:20]([NH:24][C:6]([NH:5][C:1]([CH3:4])([CH3:3])[CH3:2])=[O:7])[CH:19]=2)[CH2:16][N:15]=[C:14]2[O:25][CH:26]=[CH:27][C:13]=12. Given the reactants [C:1]([N:5]=[C:6]=[O:7])([CH3:4])([CH3:3])[CH3:2].[N-]=C=O.[NH2:11][C:12]1[N:17]([C:18]2[CH:23]=[CH:22][CH:21]=[C:20]([NH2:24])[CH:19]=2)[CH2:16][N:15]=[C:14]2[O:25][CH:26]=[CH:27][C:13]=12, predict the reaction product. (2) Given the reactants [C:1]1([CH:7]([C:11]2[CH:16]=[CH:15][CH:14]=[CH:13][CH:12]=2)[C:8]([NH2:10])=[O:9])[CH:6]=[CH:5][CH:4]=[CH:3][CH:2]=1.[H-].[Na+].[CH:19]1([C:22](Cl)=[O:23])[CH2:21][CH2:20]1.C([O-])(O)=O.[Na+], predict the reaction product. The product is: [C:1]1([CH:7]([C:11]2[CH:16]=[CH:15][CH:14]=[CH:13][CH:12]=2)[C:8]([NH:10][C:22]([CH:19]2[CH2:21][CH2:20]2)=[O:23])=[O:9])[CH:2]=[CH:3][CH:4]=[CH:5][CH:6]=1. (3) Given the reactants [CH2:1]([O:8][C:9]([NH:11][C@@H:12]([CH3:16])[C:13]([OH:15])=O)=[O:10])[C:2]1[CH:7]=[CH:6][CH:5]=[CH:4][CH:3]=1.NC(O)=O.C(Cl)(=O)C(C)(C)C.Cl.[NH:29]1[CH2:34][CH2:33][CH:32]([O:35][CH2:36][C:37]([O:39][CH2:40][CH3:41])=[O:38])[CH2:31][CH2:30]1.C(O)C.Cl, predict the reaction product. The product is: [CH2:1]([O:8][C:9]([NH:11][C@@H:12]([CH3:16])[C:13]([N:29]1[CH2:30][CH2:31][CH:32]([O:35][CH2:36][C:37]([O:39][CH2:40][CH3:41])=[O:38])[CH2:33][CH2:34]1)=[O:15])=[O:10])[C:2]1[CH:3]=[CH:4][CH:5]=[CH:6][CH:7]=1. (4) Given the reactants C[O:2][C:3](=[O:27])[C:4]1[CH:9]=[CH:8][C:7]([C:10]2[N:14]([C:15]3[CH:20]=[CH:19][C:18]([O:21][CH3:22])=[CH:17][CH:16]=3)[C:13]3[CH:23]=[CH:24][CH:25]=[CH:26][C:12]=3[N:11]=2)=[CH:6][CH:5]=1.C1COCC1.CO.[OH-].[Na+], predict the reaction product. The product is: [CH3:22][O:21][C:18]1[CH:17]=[CH:16][C:15]([N:14]2[C:13]3[CH:23]=[CH:24][CH:25]=[CH:26][C:12]=3[N:11]=[C:10]2[C:7]2[CH:6]=[CH:5][C:4]([C:3]([OH:27])=[O:2])=[CH:9][CH:8]=2)=[CH:20][CH:19]=1. (5) Given the reactants [Cl:1][C:2]1[CH:3]=[C:4]([CH:19]=[CH:20][CH:21]=1)[CH2:5][O:6][C:7]1[N:12]=[C:11]([N:13]2[CH2:18][CH2:17][NH:16][CH2:15][CH2:14]2)[CH:10]=[N:9][CH:8]=1.Cl.CCCCCC, predict the reaction product. The product is: [ClH:1].[Cl:1][C:2]1[CH:3]=[C:4]([CH:19]=[CH:20][CH:21]=1)[CH2:5][O:6][C:7]1[N:12]=[C:11]([N:13]2[CH2:14][CH2:15][NH:16][CH2:17][CH2:18]2)[CH:10]=[N:9][CH:8]=1. (6) Given the reactants C([O:3][C:4]([C:6]1[O:25][C:9]2[C:10](=[O:24])[NH:11][C:12]3[C:13]([N:18]4[CH2:23][CH2:22][CH2:21][CH2:20][CH2:19]4)=[CH:14][CH:15]=[CH:16][C:17]=3[C:8]=2[CH:7]=1)=O)C.[H-].C([Al+]CC(C)C)C(C)C, predict the reaction product. The product is: [O:24]=[C:10]1[C:9]2[O:25][C:6]([CH:4]=[O:3])=[CH:7][C:8]=2[C:17]2[CH:16]=[CH:15][CH:14]=[C:13]([N:18]3[CH2:19][CH2:20][CH2:21][CH2:22][CH2:23]3)[C:12]=2[NH:11]1. (7) Given the reactants [CH3:1][O:2][C:3]1[CH:8]=[C:7]([CH2:9][CH2:10][N+:11]([O-])=O)[CH:6]=[CH:5][C:4]=1[OH:14].O.NN, predict the reaction product. The product is: [NH2:11][CH2:10][CH2:9][C:7]1[CH:6]=[CH:5][C:4]([OH:14])=[C:3]([O:2][CH3:1])[CH:8]=1. (8) Given the reactants [F:1][C:2]1[CH:7]=[CH:6][C:5]([C:8]2[C:17]3[C:12](=[N:13][C:14]([C:18]([F:21])([F:20])[F:19])=[CH:15][CH:16]=3)[N:11]=[CH:10][CH:9]=2)=[CH:4][C:3]=1[OH:22].Br[C:24]1[CH:29]=[CH:28][CH:27]=[CH:26][N:25]=1, predict the reaction product. The product is: [F:1][C:2]1[CH:7]=[CH:6][C:5]([C:8]2[CH:9]=[CH:10][N:11]=[C:12]3[C:17]=2[CH:16]=[CH:15][C:14]([C:18]([F:19])([F:20])[F:21])=[N:13]3)=[CH:4][C:3]=1[O:22][C:24]1[CH:29]=[CH:28][CH:27]=[CH:26][N:25]=1. (9) Given the reactants [OH:1][C:2]1[CH:3]=[C:4]2[C:9](=[CH:10][N:11]=1)[N:8]([C:12]1[C:16]3[CH2:17][N:18]([C:21](=[O:23])[CH3:22])[CH2:19][CH2:20][C:15]=3[N:14]([CH:24]3[CH2:29][CH2:28][O:27][CH2:26][CH2:25]3)[N:13]=1)[CH2:7][CH2:6][CH2:5]2.C(N(CC)CC)C.[F:37][C:38]([F:57])([F:56])[S:39](N(C1C=CC=CC=1)[S:39]([C:38]([F:57])([F:56])[F:37])(=[O:41])=[O:40])(=[O:41])=[O:40], predict the reaction product. The product is: [F:37][C:38]([F:57])([F:56])[S:39]([O:1][C:2]1[CH:3]=[C:4]2[C:9](=[CH:10][N:11]=1)[N:8]([C:12]1[C:16]3[CH2:17][N:18]([C:21](=[O:23])[CH3:22])[CH2:19][CH2:20][C:15]=3[N:14]([CH:24]3[CH2:29][CH2:28][O:27][CH2:26][CH2:25]3)[N:13]=1)[CH2:7][CH2:6][CH2:5]2)(=[O:41])=[O:40]. (10) Given the reactants [OH:1][C:2]1[C:11]2[C:6](=[CH:7][CH:8]=[CH:9][CH:10]=2)[O:5][C:4](=[O:12])[CH:3]=1.[F:13][C:14]([F:32])([C:28]([F:31])([F:30])[F:29])[C@@H:15]([O:17][C:18](=[O:27])[C:19]1[CH:24]=[CH:23][C:22]([CH:25]=O)=[CH:21][CH:20]=1)[CH3:16].CCN(CC)CC.CCOC(C)=O, predict the reaction product. The product is: [OH:1][C:2]1[C:11]2[C:6](=[CH:7][CH:8]=[CH:9][CH:10]=2)[O:5][C:4](=[O:12])[C:3]=1[CH2:25][C:22]1[CH:21]=[CH:20][C:19]([C:18]([O:17][C@H:15]([C:14]([F:13])([F:32])[C:28]([F:30])([F:31])[F:29])[CH3:16])=[O:27])=[CH:24][CH:23]=1.